From a dataset of Catalyst prediction with 721,799 reactions and 888 catalyst types from USPTO. Predict which catalyst facilitates the given reaction. (1) Reactant: C([O:3][C:4](=O)[CH2:5][CH2:6][C:7]1([CH2:20][C:21]2([CH2:34][CH2:35][C:36](OCC)=[O:37])[C:33]3[CH:32]=[CH:31][CH:30]=[CH:29][C:28]=3[C:27]3[C:22]2=[CH:23][CH:24]=[CH:25][CH:26]=3)[C:19]2[CH:18]=[CH:17][CH:16]=[CH:15][C:14]=2[C:13]2[C:8]1=[CH:9][CH:10]=[CH:11][CH:12]=2)C.[H-].[Al+3].[Li+].[H-].[H-].[H-].O.[OH-].[Na+]. Product: [OH:3][CH2:4][CH2:5][CH2:6][C:7]1([CH2:20][C:21]2([CH2:34][CH2:35][CH2:36][OH:37])[C:22]3[CH:23]=[CH:24][CH:25]=[CH:26][C:27]=3[C:28]3[C:33]2=[CH:32][CH:31]=[CH:30][CH:29]=3)[C:19]2[CH:18]=[CH:17][CH:16]=[CH:15][C:14]=2[C:13]2[C:8]1=[CH:9][CH:10]=[CH:11][CH:12]=2. The catalyst class is: 1. (2) Reactant: [O-:1][CH2:2][CH3:3].[Na+].[CH3:5][C:6]([C:8]1[CH:13]=[CH:12][C:11]([Br:14])=[CH:10][CH:9]=1)=[O:7].O.ClCCl. Product: [Br:14][C:11]1[CH:12]=[CH:13][C:8]([C:6](=[O:7])[CH2:5][C:2](=[O:1])[CH3:3])=[CH:9][CH:10]=1. The catalyst class is: 674. (3) Product: [Cl:1][C:2]1[CH:7]=[CH:6][C:5]([CH:8]([C:39]2[CH:40]=[CH:41][C:42]([Cl:45])=[CH:43][CH:44]=2)[C:9]2[CH:10]=[C:11]3[C:16](=[CH:17][CH:18]=2)[N:15]=[N:14][CH:13]=[C:12]3[NH:19][CH:20]2[CH2:25][CH2:24][N:23]([S:26]([C:29]3[CH:38]=[CH:37][CH:36]=[CH:35][C:30]=3[C:31]([OH:33])=[O:32])(=[O:27])=[O:28])[CH2:22][CH2:21]2)=[CH:4][CH:3]=1. The catalyst class is: 132. Reactant: [Cl:1][C:2]1[CH:7]=[CH:6][C:5]([CH:8]([C:39]2[CH:44]=[CH:43][C:42]([Cl:45])=[CH:41][CH:40]=2)[C:9]2[CH:10]=[C:11]3[C:16](=[CH:17][CH:18]=2)[N:15]=[N:14][CH:13]=[C:12]3[NH:19][CH:20]2[CH2:25][CH2:24][N:23]([S:26]([C:29]3[CH:38]=[CH:37][CH:36]=[CH:35][C:30]=3[C:31]([O:33]C)=[O:32])(=[O:28])=[O:27])[CH2:22][CH2:21]2)=[CH:4][CH:3]=1.[OH-].[Na+].CO.Cl.